Task: Predict the reactants needed to synthesize the given product.. Dataset: Full USPTO retrosynthesis dataset with 1.9M reactions from patents (1976-2016) Given the product [C:1]([N:5]1[C:9]([C:10]2[CH:15]=[CH:14][CH:13]=[CH:12][CH:11]=2)=[CH:8][C:7]([CH2:16][CH2:17][CH2:18][N:31]2[CH2:32][CH2:33][N:28]([C:23]3[CH:24]=[CH:25][C:26]([CH3:27])=[C:21]([CH3:20])[CH:22]=3)[CH2:29][CH2:30]2)=[N:6]1)([CH3:4])([CH3:3])[CH3:2], predict the reactants needed to synthesize it. The reactants are: [C:1]([N:5]1[C:9]([C:10]2[CH:15]=[CH:14][CH:13]=[CH:12][CH:11]=2)=[CH:8][C:7]([CH2:16][CH2:17][CH:18]=O)=[N:6]1)([CH3:4])([CH3:3])[CH3:2].[CH3:20][C:21]1[CH:22]=[C:23]([N:28]2[CH2:33][CH2:32][NH:31][CH2:30][CH2:29]2)[CH:24]=[CH:25][C:26]=1[CH3:27].CCN(C(C)C)C(C)C.[BH-](OC(C)=O)(OC(C)=O)OC(C)=O.[Na+].